From a dataset of Reaction yield outcomes from USPTO patents with 853,638 reactions. Predict the reaction yield, written as a fraction of the theoretical maximum amount of product (1.0 means a 100% yield; for example, 0.34 means a 34% yield). The reactants are Cl[C:2]1[C:11]2[C:6](=[CH:7][N:8]=[CH:9][CH:10]=2)[C:5]2=[CH:12][CH:13]=[CH:14][C:15]([C:16]([O:18][CH3:19])=[O:17])=[C:4]2[N:3]=1.[Cl:20][C:21]1[CH:22]=[C:23]([CH:25]=[CH:26][CH:27]=1)[NH2:24].O. The catalyst is CN1C(=O)CCC1. The product is [Cl:20][C:21]1[CH:22]=[C:23]([NH:24][C:2]2[C:11]3[C:6](=[CH:7][N:8]=[CH:9][CH:10]=3)[C:5]3=[CH:12][CH:13]=[CH:14][C:15]([C:16]([O:18][CH3:19])=[O:17])=[C:4]3[N:3]=2)[CH:25]=[CH:26][CH:27]=1. The yield is 0.450.